From a dataset of Full USPTO retrosynthesis dataset with 1.9M reactions from patents (1976-2016). Predict the reactants needed to synthesize the given product. (1) Given the product [Cl:1][C:2]1[NH:10][C:9]2[C:8](=[O:11])[N:7]([CH2:34][C:30]3[CH:29]=[C:28]4[C:33](=[CH:32][CH:31]=3)[N:25]([CH2:24][C:18]3[CH:23]=[CH:22][CH:21]=[CH:20][CH:19]=3)[CH:26]=[CH:27]4)[C:6](=[O:12])[N:5]([CH2:13][CH2:14][CH2:15][CH2:16][CH3:17])[C:4]=2[N:3]=1, predict the reactants needed to synthesize it. The reactants are: [Cl:1][C:2]1[NH:10][C:9]2[C:8](=[O:11])[NH:7][C:6](=[O:12])[N:5]([CH2:13][CH2:14][CH2:15][CH2:16][CH3:17])[C:4]=2[N:3]=1.[C:18]1([CH2:24][N:25]2[C:33]3[C:28](=[CH:29][C:30]([CH2:34]O)=[CH:31][CH:32]=3)[CH:27]=[CH:26]2)[CH:23]=[CH:22][CH:21]=[CH:20][CH:19]=1.C1(P(C2C=CC=CC=2)C2C=CC=CC=2)C=CC=CC=1.C1C=CC(COC(/N=N/C(OCC2C=CC=CC=2)=O)=O)=CC=1.N1CCOCC1. (2) Given the product [O:1]([CH2:8][C@@H:9]1[CH2:13][CH2:12][CH2:11][N:10]1[S:39]([C:34]1[CH:35]=[C:36]2[C:31](=[CH:32][CH:33]=1)[NH:30][C:29](=[O:28])[C:37]2=[O:38])(=[O:40])=[O:41])[C:2]1[CH:3]=[CH:4][CH:5]=[CH:6][CH:7]=1, predict the reactants needed to synthesize it. The reactants are: [O:1]([CH2:8][C@@H:9]1[CH2:13][CH2:12][CH2:11][N:10]1C(OC(C)(C)C)=O)[C:2]1[CH:7]=[CH:6][CH:5]=[CH:4][CH:3]=1.FC(F)(F)C(O)=O.[O:28]=[C:29]1[C:37](=[O:38])[C:36]2[C:31](=[CH:32][CH:33]=[C:34]([S:39](Cl)(=[O:41])=[O:40])[CH:35]=2)[NH:30]1. (3) The reactants are: C([N:9]=[C:10]=[S:11])(=O)C1C=CC=CC=1.[NH2:12][CH2:13][CH2:14][CH2:15][CH2:16][CH2:17][NH:18][C:19](=[O:30])[CH2:20][O:21][CH2:22][C:23]1[CH:28]=[CH:27][C:26]([F:29])=[CH:25][CH:24]=1. Given the product [F:29][C:26]1[CH:27]=[CH:28][C:23]([CH2:22][O:21][CH2:20][C:19]([NH:18][CH2:17][CH2:16][CH2:15][CH2:14][CH2:13][NH:12][C:10]([NH2:9])=[S:11])=[O:30])=[CH:24][CH:25]=1, predict the reactants needed to synthesize it. (4) Given the product [F:1][C:2]([F:7])([F:6])[C:3]([NH:21][C:22]1[CH:50]=[CH:49][C:25]2[NH:26][C:27]([C:32]3[C:33](=[O:48])[N:34]([CH2:43][CH2:44][CH:45]([CH3:47])[CH3:46])[C:35]4[C:40]([C:41]=3[OH:42])=[CH:39][CH:38]=[CH:37][N:36]=4)=[N:28][S:29](=[O:31])(=[O:30])[C:24]=2[C:23]=1[N+:51]([O-:53])=[O:52])=[O:4], predict the reactants needed to synthesize it. The reactants are: [F:1][C:2]([F:7])([F:6])[C:3](O)=[O:4].FC(F)(F)C(OC(=O)C(F)(F)F)=O.[NH2:21][C:22]1[CH:50]=[CH:49][C:25]2[NH:26][C:27]([C:32]3[C:33](=[O:48])[N:34]([CH2:43][CH2:44][CH:45]([CH3:47])[CH3:46])[C:35]4[C:40]([C:41]=3[OH:42])=[CH:39][CH:38]=[CH:37][N:36]=4)=[N:28][S:29](=[O:31])(=[O:30])[C:24]=2[CH:23]=1.[N+:51]([O-])([O-:53])=[O:52].[K+]. (5) Given the product [C:1]([C:3]1[CH:4]=[C:5]([CH:10]=[CH:11][C:12]=1[O:13][CH:15]([CH3:17])[CH3:16])[C:6]([O:8][CH3:9])=[O:7])#[N:2], predict the reactants needed to synthesize it. The reactants are: [C:1]([C:3]1[CH:4]=[C:5]([CH:10]=[CH:11][C:12]=1[OH:13])[C:6]([O:8][CH3:9])=[O:7])#[N:2].I[CH:15]([CH3:17])[CH3:16].C(=O)([O-])[O-].[K+].[K+]. (6) The reactants are: [Br:1][C:2]1[C:3]([F:13])=[C:4]2[C:9](=[CH:10][CH:11]=1)[N:8]=[C:7](O)[N:6]=[CH:5]2.O=P(Cl)(Cl)[Cl:16]. Given the product [Br:1][C:2]1[C:3]([F:13])=[C:4]2[C:9](=[CH:10][CH:11]=1)[N:8]=[C:7]([Cl:16])[N:6]=[CH:5]2, predict the reactants needed to synthesize it.